The task is: Predict the reactants needed to synthesize the given product.. This data is from Full USPTO retrosynthesis dataset with 1.9M reactions from patents (1976-2016). (1) Given the product [Br:1][C:2]1[CH:3]=[C:4]2[C:8](=[CH:9][CH:10]=1)[NH:7][C:6](=[O:11])[C:5]2=[N:25][NH:24][C:22](=[O:23])[C:21]1[CH:26]=[CH:27][C:18]([C:17]2[NH:16][N:15]=[N:14][N:13]=2)=[CH:19][CH:20]=1, predict the reactants needed to synthesize it. The reactants are: [Br:1][C:2]1[CH:3]=[C:4]2[C:8](=[CH:9][CH:10]=1)[NH:7][C:6](=[O:11])[C:5]2=O.[NH:13]1[C:17]([C:18]2[CH:27]=[CH:26][C:21]([C:22]([NH:24][NH2:25])=[O:23])=[CH:20][CH:19]=2)=[N:16][N:15]=[N:14]1. (2) Given the product [Br:24][C:7]1[C:8](=[O:23])[CH2:9][CH2:10][C:11]2([CH2:16][C:17]3[CH:22]=[CH:21][CH:20]=[CH:19][CH:18]=3)[C:6]=1[C:5]1[CH:4]=[CH:3][C:2]3[NH:1][N:30]=[CH:15][C:14]=3[C:13]=1[CH2:12]2, predict the reactants needed to synthesize it. The reactants are: [NH2:1][C:2]1[C:14]([CH3:15])=[C:13]2[C:5]([C:6]3[C:11]([CH2:16][C:17]4[CH:22]=[CH:21][CH:20]=[CH:19][CH:18]=4)([CH2:12]2)[CH2:10][CH2:9][C:8](=[O:23])[C:7]=3[Br:24])=[CH:4][CH:3]=1.F[B-](F)(F)F.[N:30]#[O+].CC([O-])=O.[K+].C1OCCOC2C(=CC=CC=2)OCCOCCOC2C(=CC=CC=2)OC1.